Dataset: HIV replication inhibition screening data with 41,000+ compounds from the AIDS Antiviral Screen. Task: Binary Classification. Given a drug SMILES string, predict its activity (active/inactive) in a high-throughput screening assay against a specified biological target. (1) The molecule is CCN(CC)CC(=O)Nc1c(C)ccc(N)c1C. The result is 0 (inactive). (2) The drug is CN1NC2(CCCCC2)ON=C1c1ccccc1. The result is 0 (inactive). (3) The molecule is Cn1cc([N+](=O)[O-])cc1C(=O)Nc1cc(C(=O)Nc2ccc(S(=O)(=O)O)c3cc(S(=O)(=O)O)ccc23)n(C)c1.[NaH]. The result is 0 (inactive). (4) The drug is CC(C)C1COC(c2ccc3ccccc3c2-c2c(O[Si](C)(C)C(C)(C)C)ccc3ccccc23)=N1. The result is 0 (inactive). (5) The drug is COc1ccc(-c2c(C#N)c(N)n(C3OC(COC(C)=O)C(OC(C)=O)C(OC(C)=O)C3OC(C)=O)c(=S)c2C#N)cc1. The result is 0 (inactive). (6) The compound is COc1ccc(C(=O)Nc2cc(C(=CCCC3CCC4(C)C(CCC5C4CCC4(C)C(C(C)CCCC(C)C)CCC54)C3)c3cc(NC(=O)c4ccc(OC)c(C(=O)O)c4)c(OC)c(C(=O)O)c3)cc(C(=O)O)c2OC)cc1C(=O)O.[NaH]. The result is 1 (active). (7) The compound is Nc1ccc(N=Nc2ccccc2)c(N)n1. The result is 0 (inactive).